From a dataset of Peptide-MHC class II binding affinity with 134,281 pairs from IEDB. Regression. Given a peptide amino acid sequence and an MHC pseudo amino acid sequence, predict their binding affinity value. This is MHC class II binding data. The peptide sequence is WAVKPKAVRQIEDQL. The MHC is DRB1_0101 with pseudo-sequence DRB1_0101. The binding affinity (normalized) is 0.311.